The task is: Binary Classification. Given a drug SMILES string, predict its activity (active/inactive) in a high-throughput screening assay against a specified biological target.. This data is from HIV replication inhibition screening data with 41,000+ compounds from the AIDS Antiviral Screen. The result is 0 (inactive). The molecule is COC(=O)CCCc1ccc2c(c1)CC1(Cc3ccccc3C1)C2.